This data is from NCI-60 drug combinations with 297,098 pairs across 59 cell lines. The task is: Regression. Given two drug SMILES strings and cell line genomic features, predict the synergy score measuring deviation from expected non-interaction effect. (1) Drug 1: CC1C(C(CC(O1)OC2CC(CC3=C2C(=C4C(=C3O)C(=O)C5=C(C4=O)C(=CC=C5)OC)O)(C(=O)C)O)N)O.Cl. Drug 2: CC1CCC2CC(C(=CC=CC=CC(CC(C(=O)C(C(C(=CC(C(=O)CC(OC(=O)C3CCCCN3C(=O)C(=O)C1(O2)O)C(C)CC4CCC(C(C4)OC)O)C)C)O)OC)C)C)C)OC. Cell line: 786-0. Synergy scores: CSS=39.0, Synergy_ZIP=1.12, Synergy_Bliss=0.902, Synergy_Loewe=5.59, Synergy_HSA=6.06. (2) Drug 1: C1CC(=O)NC(=O)C1N2CC3=C(C2=O)C=CC=C3N. Drug 2: C1=CC(=CC=C1C#N)C(C2=CC=C(C=C2)C#N)N3C=NC=N3. Cell line: COLO 205. Synergy scores: CSS=0.857, Synergy_ZIP=0.824, Synergy_Bliss=-0.482, Synergy_Loewe=-0.429, Synergy_HSA=-1.94. (3) Drug 1: CC1CCC2CC(C(=CC=CC=CC(CC(C(=O)C(C(C(=CC(C(=O)CC(OC(=O)C3CCCCN3C(=O)C(=O)C1(O2)O)C(C)CC4CCC(C(C4)OC)OCCO)C)C)O)OC)C)C)C)OC. Drug 2: CN1C2=C(C=C(C=C2)N(CCCl)CCCl)N=C1CCCC(=O)O.Cl. Cell line: MALME-3M. Synergy scores: CSS=26.3, Synergy_ZIP=-3.42, Synergy_Bliss=3.67, Synergy_Loewe=-15.8, Synergy_HSA=1.61. (4) Drug 1: CS(=O)(=O)CCNCC1=CC=C(O1)C2=CC3=C(C=C2)N=CN=C3NC4=CC(=C(C=C4)OCC5=CC(=CC=C5)F)Cl. Drug 2: C1CCC(C(C1)N)N.C(=O)(C(=O)[O-])[O-].[Pt+4]. Cell line: K-562. Synergy scores: CSS=27.9, Synergy_ZIP=0.853, Synergy_Bliss=2.39, Synergy_Loewe=-20.8, Synergy_HSA=0.681.